Dataset: Reaction yield outcomes from USPTO patents with 853,638 reactions. Task: Predict the reaction yield, written as a fraction of the theoretical maximum amount of product (1.0 means a 100% yield; for example, 0.34 means a 34% yield). (1) The reactants are [Cl:1][C:2]([CH2:13][CH2:14][C:15]1[CH:24]=[CH:23][C:22]([O:25][CH3:26])=[C:21]2[C:16]=1[CH:17]=[CH:18][C:19](=[O:28])[N:20]2[CH3:27])(C(OCC)=O)[C:3]([O:5]CC)=[O:4].C(O)(=O)C.Cl.O. The yield is 0.550. The product is [Cl:1][CH:2]([CH2:13][CH2:14][C:15]1[CH:24]=[CH:23][C:22]([O:25][CH3:26])=[C:21]2[C:16]=1[CH:17]=[CH:18][C:19](=[O:28])[N:20]2[CH3:27])[C:3]([OH:5])=[O:4]. The catalyst is C(O)C. (2) The reactants are Cl.[F:2][C:3]1[CH:8]=[CH:7][CH:6]=[CH:5][C:4]=1[NH:9][NH2:10].[CH3:11][C:12]([CH3:19])([CH3:18])[C:13](=O)[CH2:14][C:15]#[N:16]. No catalyst specified. The product is [C:12]([C:13]1[CH:14]=[C:15]([NH2:16])[N:9]([C:4]2[CH:5]=[CH:6][CH:7]=[CH:8][C:3]=2[F:2])[N:10]=1)([CH3:19])([CH3:18])[CH3:11]. The yield is 0.660. (3) The reactants are C([O:3][P:4]([CH:9]([NH:17][S:18]([C:21]1[S:22][CH:23]=[CH:24][CH:25]=1)(=[O:20])=[O:19])[CH2:10][C:11]1[CH:16]=[CH:15][CH:14]=[CH:13][CH:12]=1)(=[O:8])[O:5]CC)C.Br[Si](C)(C)C. The catalyst is ClCCl. The product is [C:11]1([CH2:10][CH:9]([P:4](=[O:3])([OH:5])[OH:8])[NH:17][S:18]([C:21]2[S:22][CH:23]=[CH:24][CH:25]=2)(=[O:19])=[O:20])[CH:16]=[CH:15][CH:14]=[CH:13][CH:12]=1. The yield is 0.800.